Dataset: Experimentally validated miRNA-target interactions with 360,000+ pairs, plus equal number of negative samples. Task: Binary Classification. Given a miRNA mature sequence and a target amino acid sequence, predict their likelihood of interaction. (1) The miRNA is hsa-miR-6855-3p with sequence AGACUGACCUUCAACCCCACAG. The protein sequence of the target gene is MADLTLCAFLTKVLCAHGGRMFLQDLRGHVELSEAKLRAVLRRAGPERFLLQEVELRDGPWDAEAEVAAGEGAGAGSGGGATACRVMAVSSARLCARYQRGECQGCDQLHLCRRHMLGKCPHRDCWSTCSLSHDIHTPINVQVLKSRGLFGLNEGQLRILLLQNDPCLFPEVCQMYNKGVDVLYGYCSLKDRCNKFHVCKSFVRGECPFQPCKRSHQLIHAATLKLLEDQELSVSSVVNFQIISVYRHKKLHKMLEEKDHSASTEQPQGLGKQGALGAVEARPFLPARAQSPRKPQ. Result: 0 (no interaction). (2) The miRNA is hsa-miR-4505 with sequence AGGCUGGGCUGGGACGGA. Result: 0 (no interaction). The protein sequence of the target gene is MAAAALRPPAQGTVTFEDVAVNFSQEEWSLLSEAQRCLYHDVMLENLTLISSLGCWYGAKDETPSKQTLSIQQESPLRTHWTGVCTKKVHLWGMCGPLLGDILHQGTQHNQKLNGFGAYEKKLDDDANHHQDQKQHIGEKSYRSNAKGTSFVKNCKFHMSHEPFIFHEVGKDFLSSLRLLQQEDIHTSGKSNFETKHGIPLQGGKTHYICGESTIPFSNKHSLVLHQRLLPREGPYVCSDSGKFTSKSNSFNNHQGVRTGKRPYQCGQCDESFWYKAHLTEHQRVHTGERPYECGECDKS.... (3) The miRNA is hsa-miR-3127-5p with sequence AUCAGGGCUUGUGGAAUGGGAAG. The protein sequence of the target gene is MLFKQQVWLRQKLLVLGSLAVGSLLYLVARVGSLDRLQPICPVESRFGGAHNQAELPLRALQFKRGLLHEFRKGNSSKEQVHLHDLVQQLPKAIIIGVRKGGTRALLEMLNLHPAVVKASQEIHFFDNDENYAKGIEWYRKKMPFSYPQQITIEKSPAYFITEEVPERIYKMNSSIKLLIIVREPTTRAISDYTQVLEGKERKNKTYYKFEKLAIDPNTCEVNTKYKAVRTSIYTKHLERWLKYFPIEQFHIVDGDRLITEPLPELQLVEKFLNLPPRISQYNLYFNATRGFYCLRFNII.... Result: 0 (no interaction). (4) The miRNA is hsa-miR-4684-5p with sequence CUCUCUACUGACUUGCAACAUA. The protein sequence of the target gene is MFSSVAHLARANPFNTPHLQLVHDGLGDLRSSSPGPTGQPRRPRNLAAAAVEEQYSCDYGSGRFFILCGLGGIISCGTTHTALVPLDLVKCRMQVDPQKYKGIFNGFSVTLKEDGVRGLAKGWAPTFLGYSMQGLCKFGFYEVFKVLYSNMLGEENTYLWRTSLYLAASASAEFFADIALAPMEAAKVRIQTQPGYANTLRDAAPKMYKEEGLKAFYKGVAPLWMRQIPYTMMKFACFERTVEALYKFVVPKPRSECSKPEQLVVTFVAGYIAGVFCAIVSHPADSVVSVLNKEKGSSAS.... Result: 0 (no interaction).